This data is from Reaction yield outcomes from USPTO patents with 853,638 reactions. The task is: Predict the reaction yield, written as a fraction of the theoretical maximum amount of product (1.0 means a 100% yield; for example, 0.34 means a 34% yield). (1) The reactants are C([S-])#N.[K+:4].[CH3:5][C:6]1([S:9]([O:12]CC2C=CC=CC=2)(=[O:11])=[O:10])[CH2:8][CH2:7]1. The catalyst is COCCOC.O. The product is [CH3:5][C:6]1([S:9]([O-:12])(=[O:11])=[O:10])[CH2:8][CH2:7]1.[K+:4]. The yield is 1.00. (2) The reactants are Cl.[CH3:2][O:3][C:4](=[O:18])[C:5]1[C:6](=[C:11]([N+:15]([O-])=O)[CH:12]=[CH:13][CH:14]=1)[C:7]([O:9][CH3:10])=[O:8].[Sn](Cl)Cl. The catalyst is C(O)C. The product is [CH3:2][O:3][C:4](=[O:18])[C:5]1[C:6](=[C:11]([NH2:15])[CH:12]=[CH:13][CH:14]=1)[C:7]([O:9][CH3:10])=[O:8]. The yield is 0.860. (3) The reactants are Cl[C:2]1[N:7]([CH2:8][C:9]2[CH:16]=[CH:15][CH:14]=[CH:13][C:10]=2[C:11]#[N:12])[C:6](=[O:17])[NH:5][C:4](=[O:18])[CH:3]=1.[H-].[Na+].[Li+].[Br-].[C:23]([C:25]1[CH:26]=[C:27]([CH:30]=[CH:31][CH:32]=1)[CH2:28]Br)#[N:24].Cl.Cl.[NH2:35][C@@H:36]1[CH2:41][CH2:40][CH2:39][NH:38][CH2:37]1.C(=O)(O)[O-].[Na+]. The catalyst is COCCOC.CN(C=O)C. The product is [NH2:35][C@@H:36]1[CH2:41][CH2:40][CH2:39][N:38]([C:2]2[N:7]([CH2:8][C:9]3[CH:16]=[CH:15][CH:14]=[CH:13][C:10]=3[C:11]#[N:12])[C:6](=[O:17])[N:5]([CH2:28][C:27]3[CH:30]=[CH:31][CH:32]=[C:25]([C:23]#[N:24])[CH:26]=3)[C:4](=[O:18])[CH:3]=2)[CH2:37]1. The yield is 0.840. (4) The yield is 0.790. The product is [Cl:13][C:14]1[CH:24]=[C:23]([F:25])[C:22]([F:26])=[CH:21][C:15]=1[C:16]([NH:18][C:19]([NH:5][C:4]1[CH:6]=[C:7]([N+:10]([O-:12])=[O:11])[CH:8]=[CH:9][C:3]=1[O:2][CH3:1])=[O:20])=[O:17]. The catalyst is CN1CCCC1=O. The reactants are [CH3:1][O:2][C:3]1[CH:9]=[CH:8][C:7]([N+:10]([O-:12])=[O:11])=[CH:6][C:4]=1[NH2:5].[Cl:13][C:14]1[CH:24]=[C:23]([F:25])[C:22]([F:26])=[CH:21][C:15]=1[C:16]([N:18]=[C:19]=[O:20])=[O:17].C(OCC)C.